Dataset: NCI-60 drug combinations with 297,098 pairs across 59 cell lines. Task: Regression. Given two drug SMILES strings and cell line genomic features, predict the synergy score measuring deviation from expected non-interaction effect. Drug 1: C1CCN(CC1)CCOC2=CC=C(C=C2)C(=O)C3=C(SC4=C3C=CC(=C4)O)C5=CC=C(C=C5)O. Drug 2: C1=CC(=C2C(=C1NCCNCCO)C(=O)C3=C(C=CC(=C3C2=O)O)O)NCCNCCO. Cell line: HS 578T. Synergy scores: CSS=45.6, Synergy_ZIP=5.08, Synergy_Bliss=5.07, Synergy_Loewe=-18.4, Synergy_HSA=2.89.